This data is from Full USPTO retrosynthesis dataset with 1.9M reactions from patents (1976-2016). The task is: Predict the reactants needed to synthesize the given product. (1) Given the product [Br:1][C:2]1[C:3]([O:23][CH2:20][C:2]2[CH:3]=[CH:4][CH:5]=[CH:6][CH:7]=2)=[C:4]([CH3:10])[C:5]([CH3:9])=[C:6]([O:8][CH2:12][C:13]2[CH:18]=[CH:17][CH:16]=[CH:15][CH:14]=2)[CH:7]=1, predict the reactants needed to synthesize it. The reactants are: [Br:1][C:2]1[C:3](O)=[C:4]([CH3:10])[C:5]([CH3:9])=[C:6]([OH:8])[CH:7]=1.[CH2:12](Br)[C:13]1[CH:18]=[CH:17][CH:16]=[CH:15][CH:14]=1.[C:20](=[O:23])([O-])[O-].[K+].[K+].[I-].[Na+]. (2) Given the product [Br:18][CH2:19][CH2:20][CH2:21][O:9][C:6]1[CH:5]=[CH:4][C:3]([C:10]2[CH:11]([CH3:17])[CH2:12][C:13](=[O:16])[NH:14][N:15]=2)=[C:2]([F:1])[C:7]=1[F:8], predict the reactants needed to synthesize it. The reactants are: [F:1][C:2]1[C:7]([F:8])=[C:6]([OH:9])[CH:5]=[CH:4][C:3]=1[C:10]1[CH:11]([CH3:17])[CH2:12][C:13](=[O:16])[NH:14][N:15]=1.[Br:18][CH2:19][CH2:20][CH2:21]Br.C(=O)([O-])[O-].[K+].[K+].O. (3) Given the product [CH3:20][C:18]([CH3:19])([CH3:21])[C:17]([C:16]1[C:10]2[C:11](=[N:12][CH:13]=[C:8]([C:4]3[CH:3]=[C:2]([NH:1][S:38]([C:32]4[CH:37]=[CH:36][CH:35]=[CH:34][CH:33]=4)(=[O:40])=[O:39])[CH:7]=[CH:6][CH:5]=3)[N:9]=2)[NH:14][CH:15]=1)=[O:22], predict the reactants needed to synthesize it. The reactants are: [NH2:1][C:2]1[CH:3]=[C:4]([C:8]2[N:9]=[C:10]3[C:16]([C:17](=[O:22])[C:18]([CH3:21])([CH3:20])[CH3:19])=[CH:15][NH:14][C:11]3=[N:12][CH:13]=2)[CH:5]=[CH:6][CH:7]=1.C(N(C(C)C)CC)(C)C.[C:32]1([S:38](Cl)(=[O:40])=[O:39])[CH:37]=[CH:36][CH:35]=[CH:34][CH:33]=1.[OH-].[Na+]. (4) The reactants are: [CH3:1][C:2]1[NH:3][C:4](=[O:23])[N:5]([C:16]2[CH:17]=[C:18]([CH3:22])[CH:19]=[CH:20][CH:21]=2)[C:6]=1[C:7]1[CH:8]=[CH:9][C:10]2[N:11]([N:13]=[CH:14][N:15]=2)[CH:12]=1.CN(C)C=O.CC(C)([O-])C.[K+].Br[CH2:36][C:37]1[CH:41]=[C:40]([CH3:42])[O:39][N:38]=1. Given the product [N:15]1[CH:14]=[N:13][N:11]2[CH:12]=[C:7]([C:6]3[N:5]([C:16]4[CH:17]=[C:18]([CH3:22])[CH:19]=[CH:20][CH:21]=4)[C:4](=[O:23])[N:3]([CH2:36][C:37]4[CH:41]=[C:40]([CH3:42])[O:39][N:38]=4)[C:2]=3[CH3:1])[CH:8]=[CH:9][C:10]=12, predict the reactants needed to synthesize it. (5) Given the product [CH3:2][O:3][C:4]1[CH:5]=[C:6]([C:12]2[C:13]([CH3:25])([CH3:24])[C:14](=[O:23])[N:15]([CH:17]3[CH2:22][CH2:21][N:20]([C:36]([C:34]4[CH:33]=[CH:32][CH:31]=[C:30]5[C:35]=4[N:26]=[CH:27][CH:28]=[CH:29]5)=[O:37])[CH2:19][CH2:18]3)[N:16]=2)[CH:7]=[CH:8][C:9]=1[O:10][CH3:11], predict the reactants needed to synthesize it. The reactants are: Cl.[CH3:2][O:3][C:4]1[CH:5]=[C:6]([C:12]2[C:13]([CH3:25])([CH3:24])[C:14](=[O:23])[N:15]([CH:17]3[CH2:22][CH2:21][NH:20][CH2:19][CH2:18]3)[N:16]=2)[CH:7]=[CH:8][C:9]=1[O:10][CH3:11].[N:26]1[C:35]2[C:30](=[CH:31][CH:32]=[CH:33][C:34]=2[C:36](O)=[O:37])[CH:29]=[CH:28][CH:27]=1. (6) Given the product [F:1][C:2]1[CH:3]=[N:4][N:5]([C:7]2[N:12]=[C:11]([OH:13])[C:10]([C:14]([NH:16][C@@H:17]([C:30]3[CH:35]=[CH:34][C:33]([F:36])=[CH:32][CH:31]=3)[C:18]3[CH:19]=[CH:20][C:21]([P:24]([CH3:29])(=[O:25])[OH:28])=[CH:22][CH:23]=3)=[O:15])=[CH:9][N:8]=2)[CH:6]=1, predict the reactants needed to synthesize it. The reactants are: [F:1][C:2]1[CH:3]=[N:4][N:5]([C:7]2[N:12]=[C:11]([OH:13])[C:10]([C:14]([NH:16][C@@H:17]([C:30]3[CH:35]=[CH:34][C:33]([F:36])=[CH:32][CH:31]=3)[C:18]3[CH:23]=[CH:22][C:21]([P:24]([CH3:29])(=[O:28])[O:25]CC)=[CH:20][CH:19]=3)=[O:15])=[CH:9][N:8]=2)[CH:6]=1.[OH-].[Na+].